This data is from Blood-brain barrier penetration binary classification data from Martins et al.. The task is: Regression/Classification. Given a drug SMILES string, predict its absorption, distribution, metabolism, or excretion properties. Task type varies by dataset: regression for continuous measurements (e.g., permeability, clearance, half-life) or binary classification for categorical outcomes (e.g., BBB penetration, CYP inhibition). Dataset: bbb_martins. (1) The molecule is O=C(CCCN1CC=C(n2c(=O)[nH]c3ccccc32)CC1)c1ccc(F)cc1. The result is 1 (penetrates BBB). (2) The compound is CCC1(CC)C(=O)NC=C(C)C1=O. The result is 1 (penetrates BBB). (3) The compound is CC(COc1ccccc1)N(CCCl)Cc1ccccc1. The result is 0 (does not penetrate BBB). (4) The drug is N#Cc1cc(-c2ccccc2)nnc1NCCN1CCOCC1. The result is 1 (penetrates BBB). (5) The compound is CN(C)CC1=Cc2ccccc2Sc2ccccc21. The result is 1 (penetrates BBB). (6) The drug is NCCCNCCSP(=O)(O)O. The result is 0 (does not penetrate BBB). (7) The molecule is COCC1CN(c2ccc(OCc3cccc(C#N)c3)cc2)C(=O)O1. The result is 1 (penetrates BBB). (8) The compound is COc1ccc(Cc2nccc3cc(OC)c(OC)cc23)cc1OC. The result is 0 (does not penetrate BBB). (9) The drug is O=C1C(O)N=C(c2ccccc2F)c2cc(Cl)ccc2N1CCO. The result is 1 (penetrates BBB).